From a dataset of Full USPTO retrosynthesis dataset with 1.9M reactions from patents (1976-2016). Predict the reactants needed to synthesize the given product. (1) Given the product [C:28]1([C:6]2[CH:7]=[C:8]3[C:13](=[C:4]([C:2]([NH2:1])=[O:3])[CH:5]=2)[N:12]=[CH:11][N:10]=[C:9]3[NH:14][C@H:15]2[CH2:20][CH2:19][CH2:18][NH:17][CH2:16]2)[CH:29]=[CH:30][CH:31]=[CH:32][CH:33]=1, predict the reactants needed to synthesize it. The reactants are: [NH2:1][C:2]([C:4]1[CH:5]=[C:6]([C:28]2[CH:33]=[CH:32][CH:31]=[CH:30][CH:29]=2)[CH:7]=[C:8]2[C:13]=1[N:12]=[CH:11][N:10]=[C:9]2[NH:14][C@H:15]1[CH2:20][CH2:19][CH2:18][N:17](C(OC(C)(C)C)=O)[CH2:16]1)=[O:3].Cl. (2) Given the product [CH3:11][N:12]([CH3:13])[C:8](=[N:7][CH2:1][CH2:2][CH2:3][CH2:4][CH2:5][CH3:6])[CH3:9], predict the reactants needed to synthesize it. The reactants are: [CH2:1]([NH:7][C:8](=O)[CH3:9])[CH2:2][CH2:3][CH2:4][CH2:5][CH3:6].[CH3:11][N:12](C)[C:13](Cl)=O. (3) Given the product [F:1][C:2]1[CH:3]=[C:4]2[C:8](=[CH:9][C:10]=1[C:11]1[CH:12]=[N:13][N:14]([CH3:16])[CH:15]=1)[N:7]([C:18]1[C:22]3[CH2:23][N:24]([C:27](=[O:29])[CH3:28])[CH2:25][CH2:26][C:21]=3[N:20]([CH:30]3[CH2:34][CH2:33][O:32][CH2:31]3)[N:19]=1)[CH2:6][CH2:5]2, predict the reactants needed to synthesize it. The reactants are: [F:1][C:2]1[CH:3]=[C:4]2[C:8](=[CH:9][C:10]=1[C:11]1[CH:12]=[N:13][N:14]([CH3:16])[CH:15]=1)[NH:7][CH2:6][CH2:5]2.Br[C:18]1[C:22]2[CH2:23][N:24]([C:27](=[O:29])[CH3:28])[CH2:25][CH2:26][C:21]=2[N:20]([CH:30]2[CH2:34][CH2:33][O:32][CH2:31]2)[N:19]=1.C(O[Na])(C)(C)C.COC(C)(C)C.C1(P(C2CCCCC2)C2C=CC=CC=2C2C(OC(C)C)=CC=CC=2OC(C)C)CCCCC1. (4) The reactants are: C(OC(N=NC(OC(C)(C)C)=O)=O)(C)(C)C.C(P(CCCC)CCCC)CCC.[Cl:30][C:31]1[C:39]([F:40])=[CH:38][CH:37]=[C:36]2[C:32]=1[CH2:33][CH2:34][N:35]2[C@@H:41]([CH2:60][CH2:61]O)[C:42]([NH:44][C:45]1[CH:50]=[CH:49][C:48]([S:51](=[O:59])(=[O:58])[NH:52][C:53]2[S:54][CH:55]=[CH:56][N:57]=2)=[CH:47][N:46]=1)=[O:43].O. Given the product [Cl:30][C:31]1[C:39]([F:40])=[CH:38][CH:37]=[C:36]2[C:32]=1[CH2:33][CH2:34][N:35]2[C@H:41]1[CH2:60][CH2:61][N:44]([C:45]2[N:46]=[CH:47][C:48]([S:51]([NH:52][C:53]3[S:54][CH:55]=[CH:56][N:57]=3)(=[O:59])=[O:58])=[CH:49][CH:50]=2)[C:42]1=[O:43], predict the reactants needed to synthesize it. (5) Given the product [CH2:15]([O:17][C:18](=[O:27])[C:19]1[CH:24]=[CH:23][C:22]([O:25][CH2:5][CH2:4][CH2:3][CH2:2][Br:1])=[C:21]([F:26])[CH:20]=1)[CH3:16], predict the reactants needed to synthesize it. The reactants are: [Br:1][CH2:2][CH2:3][CH2:4][CH2:5]Br.C(=O)([O-])[O-].[K+].[K+].[I-].[K+].[CH2:15]([O:17][C:18](=[O:27])[C:19]1[CH:24]=[CH:23][C:22]([OH:25])=[C:21]([F:26])[CH:20]=1)[CH3:16]. (6) Given the product [CH3:51][O:52][C:53]([C:55]1[S:1][C:36]([S:37][CH3:38])=[C:40]([S:22]([C:19]2[CH:20]=[CH:21][C:16]([NH2:15])=[C:17]([N+:26]([O-:28])=[O:27])[CH:18]=2)(=[O:23])=[O:24])[CH:39]=1)=[O:54], predict the reactants needed to synthesize it. The reactants are: [S:1]([O-])([O-])=O.[Na+].[Na+].C([O-])(O)=O.[Na+].C([NH:15][C:16]1[CH:21]=[CH:20][C:19]([S:22](Cl)(=[O:24])=[O:23])=[CH:18][C:17]=1[N+:26]([O-:28])=[O:27])(=O)C.[OH-].[Na+].Cl.COC([C:36]1[S:37][C:38]([N+]([O-])=O)=[C:39](Br)[CH:40]=1)=O.C[O-].[Na+].CO.C[CH2:51][O:52][C:53]([CH3:55])=[O:54]. (7) The reactants are: Br[C:2]1[CH:3]=[C:4]([C:8]2[CH:9]=[C:10]3[C:15](=[C:16]([NH2:18])[N:17]=2)[CH:14]=[N:13][C:12]2[CH:19]=[C:20]([O:25][CH3:26])[C:21]([O:23][CH3:24])=[CH:22][C:11]3=2)[CH:5]=[N:6][CH:7]=1.[CH3:27][C@@H:28]([N:36]([CH2:38][C:39]#[CH:40])[CH3:37])[CH2:29][C:30]1[CH:35]=[CH:34][CH:33]=[CH:32][CH:31]=1.Cl.C1(P(C2C=CC=CC=2)C2C=CC=CC=2)C=CC=CC=1. Given the product [CH3:26][O:25][C:20]1[C:21]([O:23][CH3:24])=[CH:22][C:11]2[C:10]3[C:15](=[C:16]([NH2:18])[N:17]=[C:8]([C:4]4[CH:5]=[N:6][CH:7]=[C:2]([C:40]#[C:39][CH2:38][N:36]([CH3:37])[C@H:28]([CH3:27])[CH2:29][C:30]5[CH:31]=[CH:32][CH:33]=[CH:34][CH:35]=5)[CH:3]=4)[CH:9]=3)[CH:14]=[N:13][C:12]=2[CH:19]=1, predict the reactants needed to synthesize it. (8) Given the product [C:1]([O:5][C:6](=[O:15])[NH:7][C:8]1[CH:13]=[C:12]([C:17]#[C:16][C:18]2[CH:23]=[CH:22][CH:21]=[CH:20][C:19]=2[O:24][CH3:25])[CH:11]=[CH:10][N:9]=1)([CH3:4])([CH3:3])[CH3:2], predict the reactants needed to synthesize it. The reactants are: [C:1]([O:5][C:6](=[O:15])[NH:7][C:8]1[CH:13]=[C:12](I)[CH:11]=[CH:10][N:9]=1)([CH3:4])([CH3:3])[CH3:2].[C:16]([C:18]1[CH:23]=[CH:22][CH:21]=[CH:20][C:19]=1[O:24][CH3:25])#[CH:17].CCN(CC)CC.